From a dataset of Catalyst prediction with 721,799 reactions and 888 catalyst types from USPTO. Predict which catalyst facilitates the given reaction. Reactant: CC1C=C(C)C=C(C)C=1S([O-])(=O)=O.[NH2:14][N+:15]1[CH:20]=[C:19]([CH2:21][OH:22])[CH:18]=[CH:17][C:16]=1[O:23][CH3:24].[CH2:25]([O:27][C:28](=[O:31])[CH2:29][CH3:30])[CH3:26].C(=O)([O-])[O-].[K+].[K+].O. Product: [CH2:25]([O:27][C:28]([C:29]1[CH:30]=[N:14][N:15]2[C:16]([O:23][CH3:24])=[CH:17][CH:18]=[C:19]([CH2:21][OH:22])[C:20]=12)=[O:31])[CH3:26]. The catalyst class is: 3.